From a dataset of Reaction yield outcomes from USPTO patents with 853,638 reactions. Predict the reaction yield, written as a fraction of the theoretical maximum amount of product (1.0 means a 100% yield; for example, 0.34 means a 34% yield). (1) The yield is 0.360. The catalyst is CN(C)C1C=CN=CC=1.ClCCl. The product is [Br:1][C:2]1[CH:3]=[C:4]2[C:10]([C:11]([C:13]3[C:14]([F:27])=[C:15]([NH:20][S:21]([CH2:24][CH2:25][CH3:26])(=[O:23])=[O:22])[CH:16]=[CH:17][C:18]=3[F:19])=[O:12])=[CH:9][N:8]([C:47](=[O:48])[C:46]3[C:45]([Cl:44])=[CH:53][CH:52]=[CH:51][C:50]=3[Cl:54])[C:5]2=[N:6][CH:7]=1. The reactants are [Br:1][C:2]1[CH:3]=[C:4]2[C:10]([C:11]([C:13]3[C:14]([F:27])=[C:15]([NH:20][S:21]([CH2:24][CH2:25][CH3:26])(=[O:23])=[O:22])[CH:16]=[CH:17][C:18]=3[F:19])=[O:12])=[CH:9][NH:8][C:5]2=[N:6][CH:7]=1.C1(C)C=CC=CC=1.C(N(C(C)C)CC)(C)C.[Cl:44][C:45]1[CH:53]=[CH:52][CH:51]=[C:50]([Cl:54])[C:46]=1[C:47](Cl)=[O:48]. (2) The reactants are CO[C:3](=[O:23])[C:4]1[CH:9]=[C:8]([C:10]2[N:11]([CH:15]([CH3:17])[CH3:16])[N:12]=[CH:13][CH:14]=2)[C:7]([C:18]([F:21])([F:20])[CH3:19])=[CH:6][C:5]=1[NH2:22].CC[N:26]([CH2:29]C)CC.[CH3:31][S:32]([NH:35]N)(=[O:34])=[O:33].[OH-:37].[Na+]. The catalyst is C(Cl)Cl. The product is [F:20][C:18]([C:7]1[CH:6]=[C:5]2[C:4]([C:3](=[O:23])[N:26]([NH:35][S:32]([CH3:31])(=[O:34])=[O:33])[C:29](=[O:37])[NH:22]2)=[CH:9][C:8]=1[C:10]1[N:11]([CH:15]([CH3:16])[CH3:17])[N:12]=[CH:13][CH:14]=1)([F:21])[CH3:19]. The yield is 0.390.